Dataset: Reaction yield outcomes from USPTO patents with 853,638 reactions. Task: Predict the reaction yield, written as a fraction of the theoretical maximum amount of product (1.0 means a 100% yield; for example, 0.34 means a 34% yield). The reactants are [F-].[Cs+].[F:3][C:4]([F:41])([F:40])[C:5]1[CH:6]=[C:7]([CH:33]=[C:34]([C:36]([F:39])([F:38])[F:37])[CH:35]=1)[CH2:8][N:9]([C@H:16]1[CH2:22][CH2:21][CH2:20][NH:19][C:18]2[C:23](Br)=[C:24]([C:28]([F:31])([F:30])[F:29])[C:25]([CH3:27])=[CH:26][C:17]1=2)[C:10]1[N:11]=[N:12][N:13]([CH3:15])[N:14]=1.[CH3:42]B(O)O.ClCCl. The catalyst is O1CCOCC1. The product is [F:3][C:4]([F:41])([F:40])[C:5]1[CH:6]=[C:7]([CH:33]=[C:34]([C:36]([F:39])([F:38])[F:37])[CH:35]=1)[CH2:8][N:9]([C@H:16]1[CH2:22][CH2:21][CH2:20][NH:19][C:18]2[C:23]([CH3:42])=[C:24]([C:28]([F:31])([F:30])[F:29])[C:25]([CH3:27])=[CH:26][C:17]1=2)[C:10]1[N:11]=[N:12][N:13]([CH3:15])[N:14]=1. The yield is 0.830.